Predict the reaction yield, written as a fraction of the theoretical maximum amount of product (1.0 means a 100% yield; for example, 0.34 means a 34% yield). From a dataset of Reaction yield outcomes from USPTO patents with 853,638 reactions. The reactants are [N+:1]([C:4]1[CH:5]=[C:6]([CH2:10][C:11]([OH:13])=[O:12])[CH:7]=[CH:8][CH:9]=1)([O-:3])=[O:2].[C:14](Cl)(=O)C. The catalyst is CO. The product is [N+:1]([CH:4]1[CH2:9][CH2:8][CH2:7][CH:6]([CH2:10][C:11]([O:13][CH3:14])=[O:12])[CH2:5]1)([O-:3])=[O:2]. The yield is 0.970.